From a dataset of Forward reaction prediction with 1.9M reactions from USPTO patents (1976-2016). Predict the product of the given reaction. The product is: [OH:1][C:2]1[C:3]([C:12]([NH:34][CH2:33][C:28]2[CH:29]=[CH:30][CH:31]=[CH:32][N:27]=2)=[O:14])=[CH:4][CH:5]=[C:6]2[C:11]=1[N:10]=[CH:9][CH:8]=[CH:7]2. Given the reactants [OH:1][C:2]1[C:3]([C:12]([OH:14])=O)=[CH:4][CH:5]=[C:6]2[C:11]=1[N:10]=[CH:9][CH:8]=[CH:7]2.N1(C(N2C=CN=C2)=O)C=CN=C1.[N:27]1[CH:32]=[CH:31][CH:30]=[CH:29][C:28]=1[CH2:33][NH2:34], predict the reaction product.